This data is from Reaction yield outcomes from USPTO patents with 853,638 reactions. The task is: Predict the reaction yield, written as a fraction of the theoretical maximum amount of product (1.0 means a 100% yield; for example, 0.34 means a 34% yield). The product is [CH2:1]([S:8][CH2:9][C@H:10]([NH:14][C:15]([N:17]1[CH2:22][CH2:21][O:20][CH2:19][CH2:18]1)=[O:16])[C:11](=[O:13])[NH:36][C@@H:34]([CH3:35])[CH2:33][NH:32][C:29]1[CH:28]=[CH:27][C:26]([O:25][C:24]([F:23])([F:37])[F:38])=[CH:31][CH:30]=1)[C:2]1[CH:3]=[CH:4][CH:5]=[CH:6][CH:7]=1. The catalyst is C(Cl)Cl. The yield is 0.0500. The reactants are [CH2:1]([S:8][CH2:9][C@H:10]([NH:14][C:15]([N:17]1[CH2:22][CH2:21][O:20][CH2:19][CH2:18]1)=[O:16])[C:11]([OH:13])=O)[C:2]1[CH:7]=[CH:6][CH:5]=[CH:4][CH:3]=1.[F:23][C:24]([F:38])([F:37])[O:25][C:26]1[CH:31]=[CH:30][C:29]([NH:32][CH2:33][C@@H:34]([NH2:36])[CH3:35])=[CH:28][CH:27]=1.CN(C(ON1N=NC2C=CC=NC1=2)=[N+](C)C)C.F[P-](F)(F)(F)(F)F.CCN(C(C)C)C(C)C.